Dataset: Peptide-MHC class I binding affinity with 185,985 pairs from IEDB/IMGT. Task: Regression. Given a peptide amino acid sequence and an MHC pseudo amino acid sequence, predict their binding affinity value. This is MHC class I binding data. (1) The peptide sequence is RVYLNGIGK. The MHC is HLA-A31:01 with pseudo-sequence HLA-A31:01. The binding affinity (normalized) is 0.683. (2) The peptide sequence is LRAEDTAVY. The MHC is HLA-A29:02 with pseudo-sequence HLA-A29:02. The binding affinity (normalized) is 0.120. (3) The peptide sequence is STDDCFANK. The MHC is HLA-A68:01 with pseudo-sequence HLA-A68:01. The binding affinity (normalized) is 0.569. (4) The binding affinity (normalized) is 0.0600. The peptide sequence is YQILQPIL. The MHC is Mamu-B08 with pseudo-sequence Mamu-B08. (5) The peptide sequence is IVLGNPVFL. The MHC is HLA-A02:03 with pseudo-sequence HLA-A02:03. The binding affinity (normalized) is 0.162. (6) The MHC is Mamu-B17 with pseudo-sequence Mamu-B17. The binding affinity (normalized) is 0. The peptide sequence is GEEILSQLY. (7) The peptide sequence is ECYGYYWL. The MHC is H-2-Kb with pseudo-sequence H-2-Kb. The binding affinity (normalized) is 0.231. (8) The peptide sequence is IPQSLGSWWTSL. The binding affinity (normalized) is 0.908. The MHC is H-2-Ld with pseudo-sequence H-2-Ld.